Dataset: Full USPTO retrosynthesis dataset with 1.9M reactions from patents (1976-2016). Task: Predict the reactants needed to synthesize the given product. (1) Given the product [CH3:1][O:2][C:3]([C:5]1[CH:6]=[C:7]([N:11]2[C:28](=[O:29])[CH2:27][S:13][C:12]2=[S:16])[CH:8]=[CH:9][CH:10]=1)=[O:4], predict the reactants needed to synthesize it. The reactants are: [CH3:1][O:2][C:3]([C:5]1[CH:6]=[C:7]([N:11]=[C:12]=[S:13])[CH:8]=[CH:9][CH:10]=1)=[O:4].C(OC)(=O)C[SH:16].C(N(CC)CC)C.[CH3:27][CH2:28][O:29]C(C)=O.CCCCCC. (2) The reactants are: [CH3:1][O:2][C:3](=[O:14])[C:4]1[CH:9]=[CH:8][CH:7]=[C:6]([N+:10]([O-:12])=[O:11])[C:5]=1Cl.[CH3:15][O:16][C:17]1[C:26]2[C:21](=[CH:22][CH:23]=[CH:24][CH:25]=2)[CH:20]=[CH:19][C:18]=1B(O)O.C(=O)([O-])[O-].[Na+].[Na+]. Given the product [CH3:15][O:16][C:17]1[C:26]2[C:21](=[CH:22][CH:23]=[CH:24][CH:25]=2)[CH:20]=[CH:19][C:18]=1[C:5]1[C:6]([N+:10]([O-:12])=[O:11])=[CH:7][CH:8]=[CH:9][C:4]=1[C:3]([O:2][CH3:1])=[O:14], predict the reactants needed to synthesize it.